From a dataset of Catalyst prediction with 721,799 reactions and 888 catalyst types from USPTO. Predict which catalyst facilitates the given reaction. Reactant: [F:1][C:2]1[CH:3]=[CH:4][C:5]([NH:8][C:9](=[NH:17])[C:10]2[C:15]([CH3:16])=[CH:14][CH:13]=[N:12][CH:11]=2)=[N:6][CH:7]=1. Product: [F:1][C:2]1[CH:3]=[CH:4][C:5]2[N:6]([N:17]=[C:9]([C:10]3[CH:11]=[N:12][CH:13]=[CH:14][C:15]=3[CH3:16])[N:8]=2)[CH:7]=1. The catalyst class is: 93.